Dataset: Reaction yield outcomes from USPTO patents with 853,638 reactions. Task: Predict the reaction yield, written as a fraction of the theoretical maximum amount of product (1.0 means a 100% yield; for example, 0.34 means a 34% yield). (1) The reactants are N1C=CC=CC=1.[CH3:7][O:8][C:9]1[CH:47]=[CH:46][C:12]([C:13]([O:28][CH2:29][C@H:30]2[O:34][C@@H:33]([C:35]3[C:41](=[O:42])[NH:40][C:38](=[O:39])[N:37]([CH3:43])[CH:36]=3)[C@H:32]([OH:44])[C@@H:31]2[OH:45])([C:22]2[CH:27]=[CH:26][CH:25]=[CH:24][CH:23]=2)[C:14]2[CH:19]=[CH:18][C:17]([O:20][CH3:21])=[CH:16][CH:15]=2)=[CH:11][CH:10]=1.[Si:48](Cl)([C:51]([CH3:54])([CH3:53])[CH3:52])([CH3:50])[CH3:49]. The catalyst is C1COCC1.[N+]([O-])([O-])=O.[Ag+]. The product is [CH3:7][O:8][C:9]1[CH:47]=[CH:46][C:12]([C:13]([O:28][CH2:29][C@H:30]2[O:34][C@@H:33]([C:35]3[C:41](=[O:42])[NH:40][C:38](=[O:39])[N:37]([CH3:43])[CH:36]=3)[C@H:32]([O:44][Si:48]([C:51]([CH3:54])([CH3:53])[CH3:52])([CH3:50])[CH3:49])[C@@H:31]2[OH:45])([C:22]2[CH:23]=[CH:24][CH:25]=[CH:26][CH:27]=2)[C:14]2[CH:19]=[CH:18][C:17]([O:20][CH3:21])=[CH:16][CH:15]=2)=[CH:11][CH:10]=1.[CH3:7][O:8][C:9]1[CH:47]=[CH:46][C:12]([C:13]([O:28][CH2:29][C@H:30]2[O:34][C@@H:33]([C:35]3[C:41](=[O:42])[NH:40][C:38](=[O:39])[N:37]([CH3:43])[CH:36]=3)[C@H:32]([OH:44])[C@@H:31]2[O:45][Si:48]([C:51]([CH3:54])([CH3:53])[CH3:52])([CH3:50])[CH3:49])([C:22]2[CH:23]=[CH:24][CH:25]=[CH:26][CH:27]=2)[C:14]2[CH:19]=[CH:18][C:17]([O:20][CH3:21])=[CH:16][CH:15]=2)=[CH:11][CH:10]=1. The yield is 0.250. (2) The yield is 0.500. The reactants are Br[C:2]1[CH:7]=[CH:6][C:5]([C:8]2([C:11]([N:13]3[CH2:17][CH2:16][C@@:15]4([C:21]5[CH:22]=[CH:23][CH:24]=[CH:25][C:20]=5[C:19](=[O:26])[O:18]4)[CH2:14]3)=[O:12])[CH2:10][CH2:9]2)=[CH:4][CH:3]=1.[CH3:27][C:28]1[CH:33]=[CH:32][C:31](/[CH:34]=[CH:35]/B(O)O)=[CH:30][CH:29]=1.C(P(C(C)(C)C)C(C)(C)C)(C)(C)C.[F-].[K+]. The catalyst is O1CCCC1.C1C=CC(/C=C/C(/C=C/C2C=CC=CC=2)=O)=CC=1.C1C=CC(/C=C/C(/C=C/C2C=CC=CC=2)=O)=CC=1.C1C=CC(/C=C/C(/C=C/C2C=CC=CC=2)=O)=CC=1.[Pd].[Pd]. The product is [CH3:27][C:28]1[CH:33]=[CH:32][C:31](/[CH:34]=[CH:35]/[C:2]2[CH:3]=[CH:4][C:5]([C:8]3([C:11]([N:13]4[CH2:17][CH2:16][C@@:15]5([C:21]6[CH:22]=[CH:23][CH:24]=[CH:25][C:20]=6[C:19](=[O:26])[O:18]5)[CH2:14]4)=[O:12])[CH2:10][CH2:9]3)=[CH:6][CH:7]=2)=[CH:30][CH:29]=1. (3) The reactants are [Cl:1][C:2]1[NH:7][C:6](=[O:8])[N:5]([CH3:9])[C:4](=[O:10])[CH:3]=1.[CH2:11](I)[CH:12]([CH3:14])[CH3:13].C(=O)([O-])[O-].[K+].[K+]. The catalyst is CN(C=O)C. The product is [Cl:1][C:2]1[N:7]([CH2:11][CH:12]([CH3:14])[CH3:13])[C:6](=[O:8])[N:5]([CH3:9])[C:4](=[O:10])[CH:3]=1. The yield is 0.520. (4) The reactants are [CH:1]1([OH:7])[CH2:6][CH2:5][CH2:4][CH2:3][CH2:2]1.[C:8]([O:11][CH:12]1[CH:17]([N:18]([CH3:20])[CH3:19])[CH2:16][CH:15]([CH3:21])[O:14][CH:13]1F)(=[O:10])[CH3:9].B(F)(F)F.CCOCC. The catalyst is C(OCC)(=O)C. The product is [C:8]([O:11][CH:12]1[CH:17]([N:18]([CH3:19])[CH3:20])[CH2:16][CH:15]([CH3:21])[O:14][CH:13]1[O:7][CH:1]1[CH2:6][CH2:5][CH2:4][CH2:3][CH2:2]1)(=[O:10])[CH3:9]. The yield is 0.590.